This data is from Reaction yield outcomes from USPTO patents with 853,638 reactions. The task is: Predict the reaction yield, written as a fraction of the theoretical maximum amount of product (1.0 means a 100% yield; for example, 0.34 means a 34% yield). (1) The reactants are C([N:5]1[C:10](=[O:11])[C:9]([Cl:12])=[C:8]([O:13][CH2:14][C:15]2[CH:20]=[CH:19][C:18]([CH2:21][CH2:22][CH2:23][CH2:24][OH:25])=[CH:17][CH:16]=2)[CH:7]=[N:6]1)(C)(C)C.[C:26]1([CH3:36])[CH:31]=[CH:30][C:29]([S:32](Cl)(=[O:34])=[O:33])=[CH:28][CH:27]=1.C(N([CH:43]([CH3:45])[CH3:44])CC)(C)C.Cl[CH2:47]Cl. The catalyst is CN(C)C1C=CN=CC=1.C(OCC)(=O)C.CCCCC.C(OCC)(=O)C. The product is [C:43]([CH:14]([O:13][C:8]1[CH:7]=[N:6][NH:5][C:10](=[O:11])[C:9]=1[Cl:12])[C:15]1[CH:16]=[CH:17][C:18]([CH2:21][CH2:22][CH2:23][CH2:24][O:25][S:32]([C:29]2[CH:30]=[CH:31][C:26]([CH3:36])=[CH:27][CH:28]=2)(=[O:34])=[O:33])=[CH:19][CH:20]=1)([CH3:45])([CH3:47])[CH3:44]. The yield is 0.690. (2) The reactants are [CH:1](I)([CH3:3])[CH3:2].[C:5]([O:9][C:10]([NH:12][C@@H:13]([CH2:18][C:19]1[CH:24]=[CH:23][C:22]([OH:25])=[CH:21][CH:20]=1)[C:14]([O:16][CH3:17])=[O:15])=[O:11])([CH3:8])([CH3:7])[CH3:6].C(=O)([O-])[O-].[K+].[K+]. The catalyst is C(#N)C. The product is [C:5]([O:9][C:10]([NH:12][C@@H:13]([CH2:18][C:19]1[CH:24]=[CH:23][C:22]([O:25][CH:1]([CH3:3])[CH3:2])=[CH:21][CH:20]=1)[C:14]([O:16][CH3:17])=[O:15])=[O:11])([CH3:8])([CH3:6])[CH3:7]. The yield is 0.900. (3) The reactants are [Cl:1][C:2]1[CH:3]=[C:4]([CH:15]=[C:16]([Cl:35])[C:17]=1[C:18]([N:20]1[C:28]2[CH:27]=[CH:26][N:25]=[C:24]([NH:29][C:30]([CH:32]3[CH2:34][CH2:33]3)=[O:31])[C:23]=2[CH:22]=[CH:21]1)=[O:19])[C:5]([NH:7][C@H:8]([C:10]([O:12]CC)=[O:11])[CH3:9])=[O:6].[OH-].[Na+]. The catalyst is O1CCCC1.O. The product is [Cl:1][C:2]1[CH:3]=[C:4]([CH:15]=[C:16]([Cl:35])[C:17]=1[C:18]([N:20]1[C:28]2[CH:27]=[CH:26][N:25]=[C:24]([NH:29][C:30]([CH:32]3[CH2:34][CH2:33]3)=[O:31])[C:23]=2[CH:22]=[CH:21]1)=[O:19])[C:5]([NH:7][C@H:8]([C:10]([OH:12])=[O:11])[CH3:9])=[O:6]. The yield is 0.660. (4) The reactants are C([Li])CCC.[CH2:6]([N:13]1[CH2:18][CH2:17][CH:16]([N:19]([CH2:27][C:28]2[N:29]=[CH:30][N:31]([CH2:33][O:34][CH2:35][CH2:36][Si:37]([CH3:40])([CH3:39])[CH3:38])[CH:32]=2)[C:20](=[O:26])[O:21][C:22]([CH3:25])([CH3:24])[CH3:23])[CH2:15][CH2:14]1)[C:7]1[CH:12]=[CH:11][CH:10]=[CH:9][CH:8]=1.CN([CH:44]=[O:45])C.[Cl-].[NH4+]. The catalyst is CCCCCC.C1COCC1. The product is [CH2:6]([N:13]1[CH2:18][CH2:17][CH:16]([N:19]([CH2:27][C:28]2[N:29]=[C:30]([CH:44]=[O:45])[N:31]([CH2:33][O:34][CH2:35][CH2:36][Si:37]([CH3:40])([CH3:39])[CH3:38])[CH:32]=2)[C:20](=[O:26])[O:21][C:22]([CH3:25])([CH3:24])[CH3:23])[CH2:15][CH2:14]1)[C:7]1[CH:8]=[CH:9][CH:10]=[CH:11][CH:12]=1. The yield is 0.610.